From a dataset of Ames mutagenicity test results for genotoxicity prediction. Regression/Classification. Given a drug SMILES string, predict its toxicity properties. Task type varies by dataset: regression for continuous values (e.g., LD50, hERG inhibition percentage) or binary classification for toxic/non-toxic outcomes (e.g., AMES mutagenicity, cardiotoxicity, hepatotoxicity). Dataset: ames. (1) The drug is O=NN1CCC[C@H](Cl)C1. The result is 1 (mutagenic). (2) The molecule is Cc1ccc2c(=O)c3cccc4ccc1c2c43. The result is 1 (mutagenic).